Dataset: Full USPTO retrosynthesis dataset with 1.9M reactions from patents (1976-2016). Task: Predict the reactants needed to synthesize the given product. (1) Given the product [OH:17]/[N:16]=[C:12](\[NH2:13])/[C:11]1[CH:10]=[CH:9][C:8]([O:7][C:3]2[CH:2]=[N:1][CH:6]=[CH:5][CH:4]=2)=[CH:15][CH:14]=1, predict the reactants needed to synthesize it. The reactants are: [N:1]1[CH:6]=[CH:5][CH:4]=[C:3]([O:7][C:8]2[CH:15]=[CH:14][C:11]([C:12]#[N:13])=[CH:10][CH:9]=2)[CH:2]=1.[NH2:16][OH:17]. (2) Given the product [C:38]([C:37]1[C:27]([N:11]2[CH2:12][CH2:13][N:14]([C:15]([NH:17][S:18]([C:21]3[CH:26]=[CH:25][CH:24]=[CH:23][CH:22]=3)(=[O:19])=[O:20])=[O:16])[CH:9]([CH2:8][CH2:7][C:6]([OH:44])=[O:5])[CH2:10]2)=[N:28][C:29]([C:40]([F:41])([F:43])[F:42])=[C:30]([C:31]([O:33][CH2:34][CH3:35])=[O:32])[CH:36]=1)#[N:39], predict the reactants needed to synthesize it. The reactants are: C([O:5][C:6](=[O:44])[CH2:7][CH2:8][CH:9]1[N:14]([C:15]([NH:17][S:18]([C:21]2[CH:26]=[CH:25][CH:24]=[CH:23][CH:22]=2)(=[O:20])=[O:19])=[O:16])[CH2:13][CH2:12][N:11]([C:27]2[C:37]([C:38]#[N:39])=[CH:36][C:30]([C:31]([O:33][CH2:34][CH3:35])=[O:32])=[C:29]([C:40]([F:43])([F:42])[F:41])[N:28]=2)[CH2:10]1)(C)(C)C.FC(F)(F)C(O)=O.